From a dataset of Forward reaction prediction with 1.9M reactions from USPTO patents (1976-2016). Predict the product of the given reaction. (1) Given the reactants [CH3:1][O:2][C:3]1[CH:8]=[CH:7][C:6]([NH:9][C:10](=[O:32])[CH2:11][C:12]([NH:14][C:15]([CH3:31])([CH2:21][C:22](=O)[C:23]2[CH:28]=[CH:27][C:26]([CH3:29])=[CH:25][CH:24]=2)[C:16]([O:18]CC)=[O:17])=[O:13])=[CH:5][CH:4]=1.O.[OH-].[Li+], predict the reaction product. The product is: [CH3:1][O:2][C:3]1[CH:4]=[CH:5][C:6]([NH:9][C:10]([C:11]2[C:12](=[O:13])[NH:14][C:15]([CH3:31])([C:16]([OH:18])=[O:17])[CH2:21][C:22]=2[C:23]2[CH:24]=[CH:25][C:26]([CH3:29])=[CH:27][CH:28]=2)=[O:32])=[CH:7][CH:8]=1. (2) Given the reactants [CH2:1]([O:8][C:9]([NH:11][C@H:12]1[CH2:17][CH2:16][C@H:15]([C:18](Cl)=[O:19])[CH2:14][CH2:13]1)=[O:10])[C:2]1[CH:7]=[CH:6][CH:5]=[CH:4][CH:3]=1.C([Sn](CCCC)(CCCC)[C:26]1[CH:31]=[CH:30][CH:29]=[CH:28][CH:27]=1)CCC, predict the reaction product. The product is: [CH2:1]([O:8][C:9]([NH:11][C@H:12]1[CH2:17][CH2:16][C@H:15]([C:18](=[O:19])[C:26]2[CH:31]=[CH:30][CH:29]=[CH:28][CH:27]=2)[CH2:14][CH2:13]1)=[O:10])[C:2]1[CH:7]=[CH:6][CH:5]=[CH:4][CH:3]=1. (3) Given the reactants Br[CH2:2][CH2:3][CH2:4][CH2:5][CH2:6][CH2:7][CH2:8][C:9]([OH:11])=[O:10].[CH2:12]([SH:19])[CH2:13][CH2:14][CH2:15][CH2:16][CH2:17][CH3:18].Cl, predict the reaction product. The product is: [CH2:12]([S:19][CH2:2][CH2:3][CH2:4][CH2:5][CH2:6][CH2:7][CH2:8][C:9]([OH:11])=[O:10])[CH2:13][CH2:14][CH2:15][CH2:16][CH2:17][CH3:18]. (4) The product is: [Br:23][C:24]1[CH:25]=[C:26]([F:34])[CH:27]=[C:28]2[C:32]=1[NH:31][C:30](=[O:33])/[C:29]/2=[CH:21]\[C:3]1[NH:4][C:5]2[CH2:11][CH2:10][CH2:9][N:8]([CH2:12][CH2:13][N:14]3[CH2:19][CH2:18][CH2:17][CH2:16][CH2:15]3)[C:7](=[O:20])[C:6]=2[C:2]=1[CH3:1]. Given the reactants [CH3:1][C:2]1[C:6]2[C:7](=[O:20])[N:8]([CH2:12][CH2:13][N:14]3[CH2:19][CH2:18][CH2:17][CH2:16][CH2:15]3)[CH2:9][CH2:10][CH2:11][C:5]=2[NH:4][C:3]=1[CH:21]=O.[Br:23][C:24]1[CH:25]=[C:26]([F:34])[CH:27]=[C:28]2[C:32]=1[NH:31][C:30](=[O:33])[CH2:29]2, predict the reaction product.